The task is: Predict which catalyst facilitates the given reaction.. This data is from Catalyst prediction with 721,799 reactions and 888 catalyst types from USPTO. (1) Reactant: [Cl:1][C:2]1[CH:7]=[CH:6][CH:5]=[CH:4][C:3]=1[N:8]1[C:17](=[O:18])[C:16]2[C:11](=[CH:12][CH:13]=[C:14]([F:19])[CH:15]=2)[N:10]=[C:9]1[CH:20]=O.[F:22][C:23]1[CH:30]=[CH:29][CH:28]=[CH:27][C:24]=1[CH2:25][NH2:26].C(O)(=O)C.C(O[BH-](OC(=O)C)OC(=O)C)(=O)C.[Na+]. Product: [Cl:1][C:2]1[CH:7]=[CH:6][CH:5]=[CH:4][C:3]=1[N:8]1[C:17](=[O:18])[C:16]2[C:11](=[CH:12][CH:13]=[C:14]([F:19])[CH:15]=2)[N:10]=[C:9]1[CH2:20][NH:26][CH2:25][C:24]1[CH:27]=[CH:28][CH:29]=[CH:30][C:23]=1[F:22]. The catalyst class is: 68. (2) Reactant: [CH3:1][O:2][C:3]1[C:8]2[O:9][C:10]3[CH:15]=[CH:14][C:13](N)=[CH:12][C:11]=3[C:7]=2[C:6]([C:17]([OH:19])=[O:18])=[CH:5][CH:4]=1.Cl.O.N([O-])=O.[Na+].C(=O)([O-])[O-].[Na+].[Na+].[C:32]([Cu])#[N:33].[C-]#N.[Na+]. Product: [CH3:1][O:2][C:3]1[C:8]2[O:9][C:10]3[CH:15]=[CH:14][C:13]([C:32]#[N:33])=[CH:12][C:11]=3[C:7]=2[C:6]([C:17]([OH:19])=[O:18])=[CH:5][CH:4]=1. The catalyst class is: 6.